From a dataset of Full USPTO retrosynthesis dataset with 1.9M reactions from patents (1976-2016). Predict the reactants needed to synthesize the given product. (1) Given the product [CH:27]([C:24]1[CH:25]=[CH:26][C:21]([S:18]([NH:17][C:8]2[N:7]([CH3:30])[N:6]=[C:5]([O:4][CH2:3][CH2:2][O:1][C:34]3[N:39]=[CH:38][C:37]([S:40]([CH3:43])(=[O:42])=[O:41])=[CH:36][N:35]=3)[C:9]=2[C:10]2[CH:15]=[CH:14][C:13]([CH3:16])=[CH:12][CH:11]=2)(=[O:19])=[O:20])=[N:22][CH:23]=1)([CH3:28])[CH3:29], predict the reactants needed to synthesize it. The reactants are: [OH:1][CH2:2][CH2:3][O:4][C:5]1[C:9]([C:10]2[CH:15]=[CH:14][C:13]([CH3:16])=[CH:12][CH:11]=2)=[C:8]([NH:17][S:18]([C:21]2[CH:26]=[CH:25][C:24]([CH:27]([CH3:29])[CH3:28])=[CH:23][N:22]=2)(=[O:20])=[O:19])[N:7]([CH3:30])[N:6]=1.[H-].[Na+].Cl[C:34]1[N:39]=[CH:38][C:37]([S:40]([CH3:43])(=[O:42])=[O:41])=[CH:36][N:35]=1. (2) Given the product [OH:32][NH:31][C:27]([C:23]1[CH:22]=[CH:21][C:26]2[C:13](=[C:8]3[CH2:9][CH:10]4[N:5]([C:3](=[O:4])[C:2]([F:30])([F:29])[F:1])[CH:6]([CH2:12][CH2:11]4)[CH2:7]3)[C:14]3[C:15]([O:40][C:25]=2[CH:24]=1)=[CH:16][CH:17]=[CH:18][CH:19]=3)=[NH:28], predict the reactants needed to synthesize it. The reactants are: [F:1][C:2]([F:30])([F:29])[C:3]([N:5]1[CH:10]2[CH2:11][CH2:12][CH:6]1[CH2:7][C:8](=[C:13]1[C:26]3[CH:25]=[CH:24][C:23]([C:27]#[N:28])=[CH:22][C:21]=3O[C:19]3[C:14]1=[CH:15][CH:16]=[CH:17][CH:18]=3)[CH2:9]2)=[O:4].[NH2:31][OH:32].Cl.C([O-])([O-])=O.[K+].[K+].[OH2:40]. (3) Given the product [CH3:31][O:30][C:27]1[CH:28]=[CH:29][C:24]([CH2:23][NH:22][C:20]2[S:21][C:17]([C:14]3[CH:15]=[C:16]4[C:11](=[CH:12][CH:13]=3)[N:10]([S:32]([C:35]3[CH:41]=[CH:40][C:38]([CH3:39])=[CH:37][CH:36]=3)(=[O:34])=[O:33])[CH:9]=[C:8]4[C:6]3[N:7]=[C:2]([CH:50]4[CH2:47][CH2:48][N:43]([CH3:42])[C:44](=[O:49])[CH2:45]4)[CH:3]=[CH:4][CH:5]=3)=[N:18][N:19]=2)=[CH:25][CH:26]=1, predict the reactants needed to synthesize it. The reactants are: F[C:2]1[N:7]=[C:6]([C:8]2[C:16]3[C:11](=[CH:12][CH:13]=[C:14]([C:17]4[S:21][C:20]([NH:22][CH2:23][C:24]5[CH:29]=[CH:28][C:27]([O:30][CH3:31])=[CH:26][CH:25]=5)=[N:19][N:18]=4)[CH:15]=3)[N:10]([S:32]([C:35]3[CH:41]=[CH:40][C:38]([CH3:39])=[CH:37][CH:36]=3)(=[O:34])=[O:33])[CH:9]=2)[CH:5]=[CH:4][CH:3]=1.[CH3:42][N:43]1[CH2:48][CH2:47]N[CH2:45][C:44]1=[O:49].[CH3:50]CN(CC)CC. (4) Given the product [NH2:14][C:16]1[CH:17]=[CH:18][C:19]([C:22]2([C:34]#[N:35])[CH2:27][CH2:26][N:25]([C@H:28]3[CH2:32][CH2:31][O:30][C@H:29]3[CH3:33])[CH2:24][CH2:23]2)=[N:20][CH:21]=1, predict the reactants needed to synthesize it. The reactants are: C(=[NH:14])(C1C=CC=CC=1)C1C=CC=CC=1.Br[C:16]1[CH:17]=[CH:18][C:19]([C:22]2([C:34]#[N:35])[CH2:27][CH2:26][N:25]([C@H:28]3[CH2:32][CH2:31][O:30][C@H:29]3[CH3:33])[CH2:24][CH2:23]2)=[N:20][CH:21]=1.C(P(C(C)(C)C)C1C=CC2C(=CC=CC=2)C=1C1C2C(=CC=CC=2)C=CC=1)(C)(C)C.CC(C)([O-])C.[Na+].Cl. (5) Given the product [CH2:1]([O:3][CH2:4][CH2:5][N:6]([C:7]1[CH:8]=[CH:9][CH:10]=[C:11]2[C:15]=1[NH:14][C:13]([C:16]1[S:18][C:28]([CH2:29][OH:30])=[CH:31][N:17]=1)=[CH:12]2)[S:19]([C:22]1[S:23][CH:24]=[CH:25][CH:26]=1)(=[O:20])=[O:21])[CH3:2], predict the reactants needed to synthesize it. The reactants are: [CH2:1]([O:3][CH2:4][CH2:5][N:6]([S:19]([C:22]1[S:23][CH:24]=[CH:25][CH:26]=1)(=[O:21])=[O:20])[C:7]1[CH:8]=[CH:9][CH:10]=[C:11]2[C:15]=1[NH:14][C:13]([C:16](=[S:18])[NH2:17])=[CH:12]2)[CH3:2].Br[CH:28]([CH:31]=O)[CH:29]=[O:30].CN(C)C(=O)C.[BH4-].[Na+]. (6) Given the product [Cl:14][C:15]1[CH:20]=[CH:19][CH:18]=[C:17]([Cl:21])[C:16]=1[NH:22][C:23]1[NH:12][C:7]2[CH:6]=[C:5]([C:4]([OH:3])=[O:13])[CH:10]=[CH:9][C:8]=2[N:11]=1, predict the reactants needed to synthesize it. The reactants are: C([O:3][C:4](=[O:13])[C:5]1[CH:10]=[CH:9][C:8]([NH2:11])=[C:7]([NH2:12])[CH:6]=1)C.[Cl:14][C:15]1[CH:20]=[CH:19][CH:18]=[C:17]([Cl:21])[C:16]=1[N:22]=[C:23]=S.CC(C)N=C=NC(C)C.O. (7) Given the product [F:1][C:2]1[CH:3]=[CH:4][C:5]([O:12][CH3:13])=[C:6]([CH:11]=1)[C:7]([NH2:15])=[O:8], predict the reactants needed to synthesize it. The reactants are: [F:1][C:2]1[CH:3]=[CH:4][C:5]([O:12][CH3:13])=[C:6]([CH:11]=1)[C:7](OC)=[O:8].C[N:15](C)C=O.C[O-].[Na+]. (8) Given the product [CH2:28]([O:35][C:36](=[O:40])[C@@H:37]([NH:39][C:22](=[O:23])[C:21]1[CH:20]=[CH:19][C:18]([S:15](=[O:16])(=[O:17])[NH:14][C:9]2[CH:10]=[CH:11][CH:12]=[CH:13][C:8]=2[O:1][C:2]2[CH:7]=[CH:6][CH:5]=[CH:4][CH:3]=2)=[CH:26][CH:25]=1)[CH3:38])[C:29]1[CH:34]=[CH:33][CH:32]=[CH:31][CH:30]=1, predict the reactants needed to synthesize it. The reactants are: [O:1]([C:8]1[CH:13]=[CH:12][CH:11]=[CH:10][C:9]=1[NH:14][S:15]([C:18]1[CH:26]=[CH:25][C:21]([C:22](O)=[O:23])=[CH:20][CH:19]=1)(=[O:17])=[O:16])[C:2]1[CH:7]=[CH:6][CH:5]=[CH:4][CH:3]=1.Cl.[CH2:28]([O:35][C:36](=[O:40])[C@@H:37]([NH2:39])[CH3:38])[C:29]1[CH:34]=[CH:33][CH:32]=[CH:31][CH:30]=1. (9) Given the product [NH2:1][C:2]1[N:7]=[C:6]([N:8]2[C:16]3[C:11](=[CH:12][CH:13]=[C:14]([C:17]#[C:18][C:19]([OH:24])([CH3:23])[C:20]([N:51]4[CH2:54][CH:53]([OH:55])[CH2:52]4)=[O:21])[CH:15]=3)[C:10]([CH3:25])=[N:9]2)[CH:5]=[CH:4][N:3]=1, predict the reactants needed to synthesize it. The reactants are: [NH2:1][C:2]1[N:7]=[C:6]([N:8]2[C:16]3[C:11](=[CH:12][CH:13]=[C:14]([C:17]#[C:18][C:19]([OH:24])([CH3:23])[C:20](O)=[O:21])[CH:15]=3)[C:10]([CH3:25])=[N:9]2)[CH:5]=[CH:4][N:3]=1.F[P-](F)(F)(F)(F)F.N1(OC(N(C)C)=[N+](C)C)C2N=CC=CC=2N=N1.Cl.[NH:51]1[CH2:54][CH:53]([OH:55])[CH2:52]1.C(N(CC)CC)C.